This data is from Catalyst prediction with 721,799 reactions and 888 catalyst types from USPTO. The task is: Predict which catalyst facilitates the given reaction. (1) Reactant: [C:1]([O:5][C:6]([N:8]1[CH2:13][CH2:12][CH:11]([CH2:14]O)[CH2:10][CH2:9]1)=[O:7])([CH3:4])([CH3:3])[CH3:2].C(Br)(Br)(Br)[Br:17].C1(P(C2C=CC=CC=2)C2C=CC=CC=2)C=CC=CC=1. Product: [C:1]([O:5][C:6]([N:8]1[CH2:13][CH2:12][CH:11]([CH2:14][Br:17])[CH2:10][CH2:9]1)=[O:7])([CH3:4])([CH3:3])[CH3:2]. The catalyst class is: 2. (2) Reactant: C(O)(C(F)(F)F)=O.C(OC([NH:15][C@H:16]1[CH2:20][CH2:19][N:18]([C:21]2[CH:49]=[CH:48][C:24]([C:25]([NH:27][C:28]3[CH:29]=[C:30]([C:42]4[CH:47]=[CH:46][CH:45]=[CH:44][CH:43]=4)[CH:31]=[CH:32][C:33]=3[NH:34]C(=O)OC(C)(C)C)=[O:26])=[CH:23][CH:22]=2)[CH2:17]1)=O)(C)(C)C. Product: [NH2:34][C:33]1[CH:32]=[CH:31][C:30]([C:42]2[CH:43]=[CH:44][CH:45]=[CH:46][CH:47]=2)=[CH:29][C:28]=1[NH:27][C:25](=[O:26])[C:24]1[CH:48]=[CH:49][C:21]([N:18]2[CH2:19][CH2:20][C@H:16]([NH2:15])[CH2:17]2)=[CH:22][CH:23]=1. The catalyst class is: 2. (3) Reactant: [F:1][C:2]1[CH:7]=[CH:6][C:5]([N:8]2[C:16]3[CH:15]=[C:14]4[CH2:17][CH2:18][C@H:19]5[C:24]([C@@:13]4([CH3:30])[CH2:12][C:11]=3[CH:10]=[N:9]2)=[CH:23][CH2:22][C@@H:21]([C:25]([F:28])([F:27])[F:26])[C@@H:20]5[NH2:29])=[CH:4][CH:3]=1.[CH:31](=O)[C:32]1[CH:37]=[CH:36][CH:35]=[CH:34][CH:33]=1.C(O)(=O)C.C(O[BH-](OC(=O)C)OC(=O)C)(=O)C.[Na+]. Product: [CH2:31]([NH:29][C@H:20]1[C@H:21]([C:25]([F:27])([F:26])[F:28])[CH2:22][CH:23]=[C:24]2[C@@H:19]1[CH2:18][CH2:17][C:14]1[C@:13]2([CH3:30])[CH2:12][C:11]2[CH:10]=[N:9][N:8]([C:5]3[CH:4]=[CH:3][C:2]([F:1])=[CH:7][CH:6]=3)[C:16]=2[CH:15]=1)[C:32]1[CH:37]=[CH:36][CH:35]=[CH:34][CH:33]=1. The catalyst class is: 26.